Dataset: Reaction yield outcomes from USPTO patents with 853,638 reactions. Task: Predict the reaction yield, written as a fraction of the theoretical maximum amount of product (1.0 means a 100% yield; for example, 0.34 means a 34% yield). (1) The reactants are [CH:1]1([C:4]2[C:11]([NH:12][C:13]3[CH:18]=[C:17]([CH:19]=[CH2:20])[CH:16]=[CH:15][N:14]=3)=[CH:10][C:7]([C:8]#[N:9])=[C:6]([N:21]3[CH2:26][CH2:25][NH:24][C@H:23]([CH:27]([CH3:29])[CH3:28])[CH2:22]3)[N:5]=2)[CH2:3][CH2:2]1.[OH:30][CH2:31][CH2:32][C:33]([O-])=[O:34].[Na+].CN(C(ON1N=NC2C=CC=NC1=2)=[N+](C)C)C.F[P-](F)(F)(F)(F)F.CCN(C(C)C)C(C)C. The catalyst is CN(C=O)C. The product is [CH:1]1([C:4]2[C:11]([NH:12][C:13]3[CH:18]=[C:17]([CH:19]=[CH2:20])[CH:16]=[CH:15][N:14]=3)=[CH:10][C:7]([C:8]#[N:9])=[C:6]([N:21]3[CH2:26][CH2:25][N:24]([C:31](=[O:30])[CH2:32][CH2:33][OH:34])[C@H:23]([CH:27]([CH3:29])[CH3:28])[CH2:22]3)[N:5]=2)[CH2:3][CH2:2]1. The yield is 0.388. (2) The reactants are [CH2:1]([C:3]1[N:8]=[C:7]([C:9]([NH:11][NH:12][C:13]([NH:15][C:16]2[CH:17]=[C:18]3[C:22](=[CH:23][CH:24]=2)[N:21]([CH3:25])[CH:20]=[CH:19]3)=[S:14])=O)[C:6]([O:26][CH3:27])=[CH:5][C:4]=1[O:28][CH3:29])[CH3:2].[OH-].[Na+].Cl. No catalyst specified. The product is [CH2:1]([C:3]1[N:8]=[C:7]([C:9]2[N:15]([C:16]3[CH:17]=[C:18]4[C:22](=[CH:23][CH:24]=3)[N:21]([CH3:25])[CH:20]=[CH:19]4)[C:13]([SH:14])=[N:12][N:11]=2)[C:6]([O:26][CH3:27])=[CH:5][C:4]=1[O:28][CH3:29])[CH3:2]. The yield is 1.00. (3) The reactants are [F:1][C:2]1[CH:7]=[CH:6][C:5]([C:8]2[C:17]3[C:12](=[N:13][C:14]([C:18]([F:21])([F:20])[F:19])=[CH:15][CH:16]=3)[N:11]=[CH:10][CH:9]=2)=[CH:4][C:3]=1[OH:22].Cl.Cl[CH2:25][C:26]1[N:30]([CH3:31])[N:29]=[CH:28][N:27]=1. The yield is 0.580. No catalyst specified. The product is [F:1][C:2]1[CH:7]=[CH:6][C:5]([C:8]2[CH:9]=[CH:10][N:11]=[C:12]3[C:17]=2[CH:16]=[CH:15][C:14]([C:18]([F:19])([F:20])[F:21])=[N:13]3)=[CH:4][C:3]=1[O:22][CH2:25][C:26]1[N:30]([CH3:31])[N:29]=[CH:28][N:27]=1. (4) The reactants are Cl[C:2]1[N:9]=[C:8]([Cl:10])[C:7]([F:11])=[CH:6][C:3]=1[C:4]#[N:5].[F:12][C:13]([F:17])([F:16])[CH2:14][OH:15].[H-].[Na+].O. The catalyst is CN(C)C=O. The product is [Cl:10][C:8]1[C:7]([F:11])=[CH:6][C:3]([C:4]#[N:5])=[C:2]([O:15][CH2:14][C:13]([F:17])([F:16])[F:12])[N:9]=1. The yield is 0.760. (5) The reactants are [CH:1]([N:4]1[C:8]([C:9]2[N:18]=[C:17]3[N:11]([CH2:12][CH2:13][O:14][C:15]4[CH:22]=[C:21](O)[N:20]=[CH:19][C:16]=43)[CH:10]=2)=[N:7][CH:6]=[N:5]1)([CH3:3])[CH3:2].Cl.N1CCC[C@@H]1C[OH:28].CC[N:34]([CH:38]([CH3:40])C)[CH:35]([CH3:37])C. No catalyst specified. The product is [CH:1]([N:4]1[C:8]([C:9]2[N:18]=[C:17]3[C:16]4[CH:19]=[N:20][C:21]([N:34]5[CH2:35][CH2:37][C@@H:40]([OH:28])[CH2:38]5)=[CH:22][C:15]=4[O:14][CH2:13][CH2:12][N:11]3[CH:10]=2)=[N:7][CH:6]=[N:5]1)([CH3:3])[CH3:2]. The yield is 0.340.